This data is from NCI-60 drug combinations with 297,098 pairs across 59 cell lines. The task is: Regression. Given two drug SMILES strings and cell line genomic features, predict the synergy score measuring deviation from expected non-interaction effect. (1) Drug 1: CC1=CC2C(CCC3(C2CCC3(C(=O)C)OC(=O)C)C)C4(C1=CC(=O)CC4)C. Drug 2: C1=CC(=CC=C1CCCC(=O)O)N(CCCl)CCCl. Cell line: NCI-H522. Synergy scores: CSS=20.1, Synergy_ZIP=-7.04, Synergy_Bliss=-1.66, Synergy_Loewe=-6.59, Synergy_HSA=-1.38. (2) Drug 1: CC1OCC2C(O1)C(C(C(O2)OC3C4COC(=O)C4C(C5=CC6=C(C=C35)OCO6)C7=CC(=C(C(=C7)OC)O)OC)O)O. Drug 2: COC1=CC(=CC(=C1O)OC)C2C3C(COC3=O)C(C4=CC5=C(C=C24)OCO5)OC6C(C(C7C(O6)COC(O7)C8=CC=CS8)O)O. Cell line: MOLT-4. Synergy scores: CSS=96.7, Synergy_ZIP=2.77, Synergy_Bliss=2.55, Synergy_Loewe=1.33, Synergy_HSA=5.54. (3) Drug 1: CC1C(C(CC(O1)OC2CC(OC(C2O)C)OC3=CC4=CC5=C(C(=O)C(C(C5)C(C(=O)C(C(C)O)O)OC)OC6CC(C(C(O6)C)O)OC7CC(C(C(O7)C)O)OC8CC(C(C(O8)C)O)(C)O)C(=C4C(=C3C)O)O)O)O. Drug 2: CCC1(CC2CC(C3=C(CCN(C2)C1)C4=CC=CC=C4N3)(C5=C(C=C6C(=C5)C78CCN9C7C(C=CC9)(C(C(C8N6C)(C(=O)OC)O)OC(=O)C)CC)OC)C(=O)OC)O.OS(=O)(=O)O. Cell line: SW-620. Synergy scores: CSS=30.7, Synergy_ZIP=2.15, Synergy_Bliss=1.51, Synergy_Loewe=-3.10, Synergy_HSA=-3.58.